Dataset: Peptide-MHC class II binding affinity with 134,281 pairs from IEDB. Task: Regression. Given a peptide amino acid sequence and an MHC pseudo amino acid sequence, predict their binding affinity value. This is MHC class II binding data. (1) The binding affinity (normalized) is 0.812. The peptide sequence is MGQLISFFGEIPSII. The MHC is DRB3_0101 with pseudo-sequence DRB3_0101. (2) The peptide sequence is VTEFACVVAEAVVKT. The MHC is DRB1_0301 with pseudo-sequence DRB1_0301. The binding affinity (normalized) is 0.542. (3) The peptide sequence is GELQIVDKMDAAFKI. The MHC is DRB4_0101 with pseudo-sequence DRB4_0103. The binding affinity (normalized) is 0.445. (4) The binding affinity (normalized) is 0.433. The MHC is DRB5_0101 with pseudo-sequence DRB5_0101. The peptide sequence is ALLKNYGLLYCFRKD. (5) The peptide sequence is ANGYFSGHVIPACKN. The MHC is DRB1_1201 with pseudo-sequence DRB1_1201. The binding affinity (normalized) is 0.191. (6) The peptide sequence is YKRTDIVEVDRDTAR. The MHC is HLA-DQA10501-DQB10402 with pseudo-sequence HLA-DQA10501-DQB10402. The binding affinity (normalized) is 0.258.